The task is: Predict the reaction yield, written as a fraction of the theoretical maximum amount of product (1.0 means a 100% yield; for example, 0.34 means a 34% yield).. This data is from Reaction yield outcomes from USPTO patents with 853,638 reactions. (1) The reactants are Br[C:2]1[CH:3]=[C:4]([CH:7]=[CH:8][C:9]=1[OH:10])[CH:5]=[O:6].Cl. The catalyst is [Cu]Cl.C(O)CCC. The product is [CH2:5]([O:6][C:2]1[CH:3]=[C:4]([CH:7]=[CH:8][C:9]=1[OH:10])[CH:5]=[O:6])[CH2:4][CH2:3][CH3:2]. The yield is 0.810. (2) The reactants are [NH2:1][C:2]1[C:7]([CH2:8][OH:9])=[CH:6][C:5](Br)=[CH:4][N:3]=1.B1(B2OC(C)(C)C(C)(C)O2)OC(C)(C)C(C)(C)O1.CC([O-])=O.[K+].Br[C:35]1[CH:60]=[CH:59][C:38]2[N:39]([C:55]([CH3:58])([CH3:57])[CH3:56])[C:40]([C:42]3[CH:47]=[C:46]([O:48][CH3:49])[CH:45]=[CH:44][C:43]=3[N:50]3[CH:54]=[CH:53][CH:52]=[N:51]3)=[N:41][C:37]=2[CH:36]=1. The catalyst is O1CCOCC1.CN(C=O)C.C([O-])([O-])=O.[Na+].[Na+].C1C=CC(P(C2C=CC=CC=2)[C-]2C=CC=C2)=CC=1.C1C=CC(P(C2C=CC=CC=2)[C-]2C=CC=C2)=CC=1.Cl[Pd]Cl.[Fe+2].O. The product is [NH2:1][C:2]1[C:7]([CH2:8][OH:9])=[CH:6][C:5]([C:35]2[CH:60]=[CH:59][C:38]3[N:39]([C:55]([CH3:56])([CH3:58])[CH3:57])[C:40]([C:42]4[CH:47]=[C:46]([O:48][CH3:49])[CH:45]=[CH:44][C:43]=4[N:50]4[CH:54]=[CH:53][CH:52]=[N:51]4)=[N:41][C:37]=3[CH:36]=2)=[CH:4][N:3]=1. The yield is 0.0700. (3) The reactants are [CH2:1]([N:8]([CH:12]1[CH2:17][CH2:16][NH:15][CH2:14][CH2:13]1)[C:9](=[O:11])[CH3:10])[C:2]1[CH:7]=[CH:6][CH:5]=[CH:4][CH:3]=1.Cl[C:19]1[N:24]=[CH:23][C:22]([C:25]2[NH:34][C:33](=[O:35])[C:32]3[C:27](=[CH:28][C:29]([O:38][CH3:39])=[CH:30][C:31]=3[O:36][CH3:37])[N:26]=2)=[CH:21][CH:20]=1.C([O-])([O-])=O.[K+].[K+]. The catalyst is CN(C=O)C. The product is [CH2:1]([N:8]([CH:12]1[CH2:17][CH2:16][N:15]([C:19]2[CH:20]=[CH:21][C:22]([C:25]3[NH:34][C:33](=[O:35])[C:32]4[C:27](=[CH:28][C:29]([O:38][CH3:39])=[CH:30][C:31]=4[O:36][CH3:37])[N:26]=3)=[CH:23][N:24]=2)[CH2:14][CH2:13]1)[C:9](=[O:11])[CH3:10])[C:2]1[CH:3]=[CH:4][CH:5]=[CH:6][CH:7]=1. The yield is 0.300. (4) The catalyst is CN(C=O)C.C(Cl)Cl. The reactants are [NH2:8][CH2:7][C:6](O[C:6](=[O:9])[CH2:7][NH2:8])=[O:9].[H-].[Na+].[Cl:12][CH2:13][CH2:14][CH2:15]Br. The product is [Cl:12][CH2:13][CH2:14][CH2:15][N:8]1[CH2:7][C:6](=[O:9])[N:8]([CH2:15][CH2:14][CH2:13][Cl:12])[CH2:7][C:6]1=[O:9]. The yield is 0.790. (5) The reactants are CC1(C)C(C)(C)OB([C:9]2[CH2:14][CH2:13][CH:12]([C:15]([O:17][CH2:18][CH3:19])=[O:16])[CH2:11][CH:10]=2)O1.Cl[C:22]1[C:31]([C:32]([F:35])([F:34])[F:33])=[N:30][C:29]2[C:24](=[CH:25][CH:26]=[C:27]([O:36][CH3:37])[CH:28]=2)[N:23]=1. No catalyst specified. The product is [CH3:37][O:36][C:27]1[CH:28]=[C:29]2[C:24](=[CH:25][CH:26]=1)[N:23]=[C:22]([C:9]1[CH2:14][CH2:13][CH:12]([C:15]([O:17][CH2:18][CH3:19])=[O:16])[CH2:11][CH:10]=1)[C:31]([C:32]([F:35])([F:33])[F:34])=[N:30]2. The yield is 0.550. (6) The yield is 0.920. The catalyst is O1CCCC1. The reactants are C(N[CH:5]([CH3:7])[CH3:6])(C)C.C([Li])CCC.CCCCCC.[Cl:19][C:20]1[CH:21]=[C:22]([CH2:27][C:28]([O:30][CH3:31])=[O:29])[CH:23]=[CH:24][C:25]=1[Cl:26].[Li+].CC([N-]C(C)C)C.C(Br)C=C. The product is [Cl:19][C:20]1[CH:21]=[C:22]([CH:27]([CH2:7][CH:5]=[CH2:6])[C:28]([O:30][CH3:31])=[O:29])[CH:23]=[CH:24][C:25]=1[Cl:26].